From a dataset of Full USPTO retrosynthesis dataset with 1.9M reactions from patents (1976-2016). Predict the reactants needed to synthesize the given product. (1) Given the product [C:1]([O:5][C:6](=[O:7])[NH:8][C:9]1[CH:14]=[C:13]([C:15]2[CH:20]=[CH:19][C:18]([C:21](=[O:23])[NH:48][C:45]3[CH:46]=[CH:47][C:42]([CH2:41][N:38]4[CH2:37][CH2:36][N:35]([S:32]([CH2:29][CH2:30][CH3:31])(=[O:34])=[O:33])[CH2:40][CH2:39]4)=[CH:43][CH:44]=3)=[CH:17][CH:16]=2)[C:12]([O:24][C:25]([F:26])([F:27])[F:28])=[CH:11][CH:10]=1)([CH3:3])([CH3:2])[CH3:4], predict the reactants needed to synthesize it. The reactants are: [C:1]([O:5][C:6]([NH:8][C:9]1[CH:10]=[CH:11][C:12]([O:24][C:25]([F:28])([F:27])[F:26])=[C:13]([C:15]2[CH:20]=[CH:19][C:18]([C:21]([OH:23])=O)=[CH:17][CH:16]=2)[CH:14]=1)=[O:7])([CH3:4])([CH3:3])[CH3:2].[CH2:29]([S:32]([N:35]1[CH2:40][CH2:39][N:38]([CH2:41][C:42]2[CH:47]=[CH:46][C:45]([NH2:48])=[CH:44][CH:43]=2)[CH2:37][CH2:36]1)(=[O:34])=[O:33])[CH2:30][CH3:31].CCN=C=NCCCN(C)C.C1C=CC2N(O)N=NC=2C=1.CN1CCOCC1. (2) Given the product [CH2:14]([N:13]([CH2:5][CH3:6])[C:12]1[CH:18]=[CH:19][C:9]([PH:20](=[O:27])[C:9]2[CH:19]=[CH:18][C:12]([N:13]([CH2:16][CH3:17])[CH2:14][CH3:15])=[CH:11][CH:10]=2)=[CH:10][CH:11]=1)[CH3:15], predict the reactants needed to synthesize it. The reactants are: [Mg].II.Br[CH2:5][CH2:6]Br.Br[C:9]1[CH:19]=[CH:18][C:12]([N:13]([CH2:16][CH3:17])[CH2:14][CH3:15])=[CH:11][CH:10]=1.[P:20]([O-:27])(OCC)OCC.Cl. (3) The reactants are: [NH2:1][C:2]1[CH:3]=[CH:4][C:5]([S:52]([CH2:55][CH3:56])(=[O:54])=[O:53])=[C:6]([CH2:8][N:9]([CH3:51])[C:10]([CH:12]([NH:24][C:25]2[CH:26]=[C:27]3[C:32](=[CH:33][CH:34]=2)[C:31]([N:35]([C:43]([O:45][C:46]([CH3:49])([CH3:48])[CH3:47])=[O:44])[C:36](=[O:42])[O:37][C:38]([CH3:41])([CH3:40])[CH3:39])=[N:30][CH:29]=[C:28]3[F:50])[C:13]2[CH:18]=[CH:17][C:16]([C@@H:19]([CH3:22])[CH2:20][OH:21])=[C:15]([CH3:23])[CH:14]=2)=[O:11])[CH:7]=1.[C:57](Cl)(Cl)=[O:58]. Given the product [C:38]([O:37][C:36]([N:35]([C:31]1[C:32]2[C:27](=[CH:26][C:25]([NH:24][C@H:12]3[C:10](=[O:11])[N:9]([CH3:51])[CH2:8][C:6]4[CH:7]=[C:2]([CH:3]=[CH:4][C:5]=4[S:52]([CH2:55][CH3:56])(=[O:54])=[O:53])[NH:1][C:57](=[O:58])[O:21][CH2:20][C@H:19]([CH3:22])[C:16]4[CH:17]=[CH:18][C:13]3=[CH:14][C:15]=4[CH3:23])=[CH:34][CH:33]=2)[C:28]([F:50])=[CH:29][N:30]=1)[C:43](=[O:44])[O:45][C:46]([CH3:47])([CH3:48])[CH3:49])=[O:42])([CH3:41])([CH3:39])[CH3:40], predict the reactants needed to synthesize it.